This data is from Full USPTO retrosynthesis dataset with 1.9M reactions from patents (1976-2016). The task is: Predict the reactants needed to synthesize the given product. (1) Given the product [CH2:20]([C:19]([C:16]1[CH:17]=[CH:18][C:13]([C:11]2[CH:12]=[C:7]([CH2:6][C:5]([OH:40])=[O:4])[CH:8]=[N:9][CH:10]=2)=[C:14]([CH3:39])[CH:15]=1)([C:22]1[CH:27]=[CH:26][C:25]([C:28]#[C:29][C:30]2([OH:35])[CH2:31][CH2:32][CH2:33][CH2:34]2)=[C:24]([CH3:36])[CH:23]=1)[CH2:37][CH3:38])[CH3:21], predict the reactants needed to synthesize it. The reactants are: [OH-].[Na+].C[O:4][C:5](=[O:40])[CH2:6][C:7]1[CH:8]=[N:9][CH:10]=[C:11]([C:13]2[CH:18]=[CH:17][C:16]([C:19]([CH2:37][CH3:38])([C:22]3[CH:27]=[CH:26][C:25]([C:28]#[C:29][C:30]4([OH:35])[CH2:34][CH2:33][CH2:32][CH2:31]4)=[C:24]([CH3:36])[CH:23]=3)[CH2:20][CH3:21])=[CH:15][C:14]=2[CH3:39])[CH:12]=1.[Cl-].[NH4+]. (2) Given the product [Cl:14][CH2:15][C:16]([NH:17][C:2]12[CH2:11][C:6]3([CH3:12])[CH2:7][CH:8]([CH2:10][C:4]([CH3:13])([CH2:5]3)[CH2:3]1)[CH2:9]2)=[O:20], predict the reactants needed to synthesize it. The reactants are: Br[C:2]12[CH2:11][C:6]3([CH3:12])[CH2:7][CH:8]([CH2:10][C:4]([CH3:13])([CH2:5]3)[CH2:3]1)[CH2:9]2.[Cl:14][CH2:15][C:16]#[N:17].C(O)(=[O:20])C.S(=O)(=O)(O)O. (3) The reactants are: [O:1]=[C:2]1[CH2:7][CH2:6][CH:5]([C:8]([O:10][CH2:11][CH3:12])=[O:9])[CH2:4][CH2:3]1.[Li+].C[Si]([N-][Si](C)(C)C)(C)C.[F:23][C:24]([F:44])([F:43])[S:25](N(C1C=CC(Cl)=CN=1)[S:25]([C:24]([F:44])([F:43])[F:23])(=[O:27])=[O:26])(=[O:27])=[O:26].O. Given the product [F:23][C:24]([F:44])([F:43])[S:25]([O:1][C:2]1[CH2:7][CH2:6][CH:5]([C:8]([O:10][CH2:11][CH3:12])=[O:9])[CH2:4][CH:3]=1)(=[O:27])=[O:26], predict the reactants needed to synthesize it. (4) Given the product [CH3:21][Si:22]([CH3:29])([CH3:28])[CH2:23][CH2:24][O:25][CH2:26][N:1]1[C:5]2=[N:6][CH:7]=[CH:8][CH:9]=[C:4]2[C:3]([C:10]([O:12][CH3:13])=[O:11])=[N:2]1, predict the reactants needed to synthesize it. The reactants are: [NH:1]1[C:5]2=[N:6][CH:7]=[CH:8][CH:9]=[C:4]2[C:3]([C:10]([O:12][CH3:13])=[O:11])=[N:2]1.CN(C=O)C.[H-].[Na+].[CH3:21][Si:22]([CH3:29])([CH3:28])[CH2:23][CH2:24][O:25][CH2:26]Cl.